Dataset: Full USPTO retrosynthesis dataset with 1.9M reactions from patents (1976-2016). Task: Predict the reactants needed to synthesize the given product. (1) Given the product [CH:14]([O:18][CH2:19][C:20]1[CH:21]=[CH:22][C:23]([C:24]([OH:26])=[O:25])=[CH:27][CH:28]=1)([CH3:15])[CH3:2], predict the reactants needed to synthesize it. The reactants are: Br[CH2:2]C1C=CC(C(O)=O)=CC=1.[H-].[Na+].[CH2:14]([O:18][CH2:19][C:20]1[CH:28]=[CH:27][C:23]([C:24]([OH:26])=[O:25])=[CH:22][CH:21]=1)[CH2:15]C=C. (2) Given the product [Cl:12][C:10]1[CH:11]=[C:6]([NH:5][C:4]2[N:3]=[C:1]([NH2:2])[NH:18][N:17]=2)[CH:7]=[C:8]([Cl:14])[C:9]=1[I:13], predict the reactants needed to synthesize it. The reactants are: [C:1](/[N:3]=[C:4](\SC)/[NH:5][C:6]1[CH:11]=[C:10]([Cl:12])[C:9]([I:13])=[C:8]([Cl:14])[CH:7]=1)#[N:2].[NH2:17][NH2:18]. (3) Given the product [Br:4][C:5]1[C:22]([CH3:23])=[N:21][C:8]2[N:9]=[C:10]([N:14]3[CH2:19][CH2:18][N:17]([CH3:20])[CH2:16][CH2:15]3)[C:11]3[N:12]([CH:24]=[N:2][N:3]=3)[C:7]=2[CH:6]=1, predict the reactants needed to synthesize it. The reactants are: O.[NH2:2][NH2:3].[Br:4][C:5]1[C:22]([CH3:23])=[N:21][C:8]2=[N:9][C:10]([N:14]3[CH2:19][CH2:18][N:17]([CH3:20])[CH2:16][CH2:15]3)=[C:11](Cl)[N:12]=[C:7]2[CH:6]=1.[CH3:24]CO. (4) Given the product [I:6][CH2:9][CH2:10][CH2:11][CH2:12][CH:13]1[CH2:17][CH2:16][N:15]([C:18]([O:20][C:21]([CH3:24])([CH3:23])[CH3:22])=[O:19])[CH2:14]1, predict the reactants needed to synthesize it. The reactants are: N1C=CN=C1.[I:6]I.O[CH2:9][CH2:10][CH2:11][CH2:12][CH:13]1[CH2:17][CH2:16][N:15]([C:18]([O:20][C:21]([CH3:24])([CH3:23])[CH3:22])=[O:19])[CH2:14]1.C1(P(C2C=CC=CC=2)C2C=CC=CC=2)C=CC=CC=1. (5) Given the product [C:1]1([CH:7]([C:11]2[CH:16]=[CH:15][CH:14]=[CH:13][CH:12]=2)[C:8]([NH:17][CH2:18][CH2:19][CH2:20][N:21]2[CH2:26][CH2:25][CH:24]([C:27]3[CH:28]=[C:29]([NH:33][C:34](=[O:43])[O:35][CH2:36][C:37]4[CH:42]=[CH:41][CH:40]=[CH:39][CH:38]=4)[CH:30]=[CH:31][CH:32]=3)[CH2:23][CH2:22]2)=[O:9])[CH:6]=[CH:5][CH:4]=[CH:3][CH:2]=1, predict the reactants needed to synthesize it. The reactants are: [C:1]1([CH:7]([C:11]2[CH:16]=[CH:15][CH:14]=[CH:13][CH:12]=2)[C:8](Cl)=[O:9])[CH:6]=[CH:5][CH:4]=[CH:3][CH:2]=1.[NH2:17][CH2:18][CH2:19][CH2:20][N:21]1[CH2:26][CH2:25][CH:24]([C:27]2[CH:28]=[C:29]([NH:33][C:34](=[O:43])[O:35][CH2:36][C:37]3[CH:42]=[CH:41][CH:40]=[CH:39][CH:38]=3)[CH:30]=[CH:31][CH:32]=2)[CH2:23][CH2:22]1.